This data is from Full USPTO retrosynthesis dataset with 1.9M reactions from patents (1976-2016). The task is: Predict the reactants needed to synthesize the given product. (1) The reactants are: C([Li])(CC)C.[CH2:6]([N:8]([CH2:18][CH3:19])[C:9](=[O:17])[C:10]1[CH:15]=[CH:14][C:13]([CH3:16])=[CH:12][CH:11]=1)[CH3:7].CN([CH:23]=[O:24])C.Cl. Given the product [CH2:18]([N:8]([CH2:6][CH3:7])[C:9](=[O:17])[C:10]1[CH:15]=[CH:14][C:13]([CH3:16])=[CH:12][C:11]=1[CH:23]=[O:24])[CH3:19], predict the reactants needed to synthesize it. (2) Given the product [CH:23]1([C:20]2[CH:19]=[N:18][C:17]([N:14]3[CH2:15][CH2:16][CH:11]([C:8]4([CH3:10])[CH2:7][C:6]5[CH:26]=[C:2]([C:35]6[CH2:40][CH2:39][N:38]([C:41]([O:43][C:44]([CH3:47])([CH3:46])[CH3:45])=[O:42])[CH2:37][CH:36]=6)[CH:3]=[CH:4][C:5]=5[O:9]4)[CH2:12][CH2:13]3)=[N:22][CH:21]=2)[CH2:25][CH2:24]1, predict the reactants needed to synthesize it. The reactants are: Br[C:2]1[CH:3]=[CH:4][C:5]2[O:9][C:8]([CH:11]3[CH2:16][CH2:15][N:14]([C:17]4[N:22]=[CH:21][C:20]([CH:23]5[CH2:25][CH2:24]5)=[CH:19][N:18]=4)[CH2:13][CH2:12]3)([CH3:10])[CH2:7][C:6]=2[CH:26]=1.CC1(C)C(C)(C)OB([C:35]2[CH2:40][CH2:39][N:38]([C:41]([O:43][C:44]([CH3:47])([CH3:46])[CH3:45])=[O:42])[CH2:37][CH:36]=2)O1.C([O-])([O-])=O.[K+].[K+]. (3) Given the product [NH:37]1[CH2:38][CH:35]([NH:34][C:27](=[O:28])[C:26]2[CH:30]=[CH:31][C:23]([NH:22][C:20]3[N:19]=[CH:18][C:9]4[N:10]([CH3:17])[C:11](=[O:16])[C:12]([CH3:14])([CH3:15])[CH2:13][N:7]([CH:1]5[CH2:6][CH2:5][CH2:4][CH2:3][CH2:2]5)[C:8]=4[N:21]=3)=[C:24]([O:32][CH3:33])[CH:25]=2)[CH2:36]1, predict the reactants needed to synthesize it. The reactants are: [CH:1]1([N:7]2[CH2:13][C:12]([CH3:15])([CH3:14])[C:11](=[O:16])[N:10]([CH3:17])[C:9]3[CH:18]=[N:19][C:20]([NH:22][C:23]4[CH:31]=[CH:30][C:26]([C:27](O)=[O:28])=[CH:25][C:24]=4[O:32][CH3:33])=[N:21][C:8]2=3)[CH2:6][CH2:5][CH2:4][CH2:3][CH2:2]1.[NH2:34][CH:35]1[CH2:38][N:37](C(OC(C)(C)C)=O)[CH2:36]1. (4) Given the product [CH3:54][N:51]1[CH2:50][CH2:49][N:48]([C:45]2[N:44]=[CH:43][C:42]([C:34]3[CH:33]=[C:32]([C:30]([NH:29][CH2:28][C@H:25]4[CH2:26][CH2:27][C@H:22]([CH2:21][NH:20][C:1](=[O:19])[O:12][CH:13]5[CH2:14][CH2:15][O:16][CH2:17][CH2:18]5)[CH2:23][CH2:24]4)=[O:31])[C:41]4[C:36](=[CH:37][CH:38]=[CH:39][CH:40]=4)[N:35]=3)=[CH:47][CH:46]=2)[CH2:53][CH2:52]1, predict the reactants needed to synthesize it. The reactants are: [C:1](=[O:19])([O:12][CH:13]1[CH2:18][CH2:17][O:16][CH2:15][CH2:14]1)OC1C=CC([N+]([O-])=O)=CC=1.[NH2:20][CH2:21][C@H:22]1[CH2:27][CH2:26][C@H:25]([CH2:28][NH:29][C:30]([C:32]2[C:41]3[C:36](=[CH:37][CH:38]=[CH:39][CH:40]=3)[N:35]=[C:34]([C:42]3[CH:43]=[N:44][C:45]([N:48]4[CH2:53][CH2:52][N:51]([CH3:54])[CH2:50][CH2:49]4)=[CH:46][CH:47]=3)[CH:33]=2)=[O:31])[CH2:24][CH2:23]1. (5) The reactants are: N#N.[CH2:3]([O:5][C:6]([C:8]1[N:9]=[C:10](/[C:13](/[CH3:21])=C/C2C=CC=CC=2)[O:11][CH:12]=1)=[O:7])[CH3:4].[OH2:22]. Given the product [CH2:3]([O:5][C:6]([C:8]1[N:9]=[C:10]([C:13](=[O:22])[CH3:21])[O:11][CH:12]=1)=[O:7])[CH3:4], predict the reactants needed to synthesize it. (6) Given the product [Cl:1][C:2]1[CH:39]=[CH:38][C:5]([CH2:6][N:7]2[C:15]([C:16]3[CH:33]=[CH:32][C:19]([O:20][C:21]4[CH:30]=[CH:29][CH:28]=[C:27]5[C:22]=4[CH2:23][CH2:24][CH2:25][CH:26]5[OH:31])=[CH:18][CH:17]=3)=[C:14]3[C:9]([C:10]([C:34]([F:36])([F:37])[F:35])=[CH:11][CH:12]=[CH:13]3)=[N:8]2)=[C:4]([F:40])[CH:3]=1, predict the reactants needed to synthesize it. The reactants are: [Cl:1][C:2]1[CH:39]=[CH:38][C:5]([CH2:6][N:7]2[C:15]([C:16]3[CH:33]=[CH:32][C:19]([O:20][C:21]4[CH:30]=[CH:29][CH:28]=[C:27]5[C:22]=4[CH2:23][CH2:24][CH2:25][C:26]5=[O:31])=[CH:18][CH:17]=3)=[C:14]3[C:9]([C:10]([C:34]([F:37])([F:36])[F:35])=[CH:11][CH:12]=[CH:13]3)=[N:8]2)=[C:4]([F:40])[CH:3]=1.[H-].[H-].[H-].[H-].[Li+].[Al+3]. (7) Given the product [C:31]([O:35][C:36](=[O:42])[NH:37][CH2:38][CH2:39][CH2:40][O:30][C:18]1[CH:19]=[C:20]([N:23]2[CH2:27][CH2:26][CH2:25][S:24]2(=[O:29])=[O:28])[CH:21]=[CH:22][C:17]=1[C:15]([N:12]1[CH2:11][CH2:10][N:9]([C:3]2[CH:4]=[CH:5][C:6]([CH3:8])=[CH:7][C:2]=2[CH3:1])[CH2:14][CH2:13]1)=[O:16])([CH3:34])([CH3:33])[CH3:32], predict the reactants needed to synthesize it. The reactants are: [CH3:1][C:2]1[CH:7]=[C:6]([CH3:8])[CH:5]=[CH:4][C:3]=1[N:9]1[CH2:14][CH2:13][N:12]([C:15]([C:17]2[CH:22]=[CH:21][C:20]([N:23]3[CH2:27][CH2:26][CH2:25][S:24]3(=[O:29])=[O:28])=[CH:19][C:18]=2[OH:30])=[O:16])[CH2:11][CH2:10]1.[C:31]([O:35][C:36](=[O:42])[NH:37][CH2:38][CH2:39][CH2:40]Br)([CH3:34])([CH3:33])[CH3:32].C(=O)([O-])[O-].[Cs+].[Cs+].CC(=O)CC. (8) Given the product [CH2:8]([C:7]1[N:19]=[CH:16][O:18][C:2]=1[C:3]([O:5][CH3:6])=[O:4])[C:9]1[CH:14]=[CH:13][CH:12]=[CH:11][CH:10]=1, predict the reactants needed to synthesize it. The reactants are: Cl[CH:2]([C:7](=O)[CH2:8][C:9]1[CH:14]=[CH:13][CH:12]=[CH:11][CH:10]=1)[C:3]([O:5][CH3:6])=[O:4].[CH:16]([O-:18])=O.[NH4+:19]. (9) Given the product [F:10][C:9]([F:12])([F:11])[C:7]1[CH:6]=[CH:5][C:3]([NH2:4])=[C:2]([C:25]#[C:24][Si:21]([CH3:23])([CH3:22])[CH3:20])[CH:8]=1, predict the reactants needed to synthesize it. The reactants are: I[C:2]1[CH:8]=[C:7]([C:9]([F:12])([F:11])[F:10])[CH:6]=[CH:5][C:3]=1[NH2:4].C(N(CC)CC)C.[CH3:20][Si:21]([C:24]#[CH:25])([CH3:23])[CH3:22].